Predict the reaction yield, written as a fraction of the theoretical maximum amount of product (1.0 means a 100% yield; for example, 0.34 means a 34% yield). From a dataset of Reaction yield outcomes from USPTO patents with 853,638 reactions. (1) The reactants are [CH3:1][C:2]1([CH3:21])[CH:6]([C:7]2[CH:12]=[CH:11][CH:10]=[CH:9][CH:8]=2)[C:5]2[C:13]([CH3:20])=[C:14]([NH2:19])[C:15]([CH3:18])=[C:16]([CH3:17])[C:4]=2[O:3]1.[CH3:22][O:23][C:24]1[CH:32]=[CH:31][C:27]([C:28](Cl)=[O:29])=[CH:26][CH:25]=1.C(N(CC)CC)C. The catalyst is C(Cl)(Cl)Cl. The product is [CH3:22][O:23][C:24]1[CH:32]=[CH:31][C:27]([C:28]([NH:19][C:14]2[C:15]([CH3:18])=[C:16]([CH3:17])[C:4]3[O:3][C:2]([CH3:21])([CH3:1])[CH:6]([C:7]4[CH:8]=[CH:9][CH:10]=[CH:11][CH:12]=4)[C:5]=3[C:13]=2[CH3:20])=[O:29])=[CH:26][CH:25]=1. The yield is 0.720. (2) The product is [CH3:9][O:10][C:11](=[O:23])[C:12]1[CH:17]=[CH:16][C:15]([CH:18]([C:19]([O:21][CH3:22])=[O:20])[CH2:25][CH:26]2[CH2:30][CH2:29][CH2:28][CH2:27]2)=[CH:14][CH:13]=1. The catalyst is O1CCCC1.CN1CCCN(C)C1=O.CN1CCCN(C)C1=O. The reactants are C([N-]C(C)C)(C)C.[Li+].[CH3:9][O:10][C:11](=[O:23])[C:12]1[CH:17]=[CH:16][C:15]([CH2:18][C:19]([O:21][CH3:22])=[O:20])=[CH:14][CH:13]=1.I[CH2:25][CH:26]1[CH2:30][CH2:29][CH2:28][CH2:27]1. The yield is 0.657. (3) The reactants are [OH:1][C:2]1[CH:11]=[C:10]2[C:5]([CH2:6][CH2:7][CH2:8][C:9]2=[O:12])=[CH:4][CH:3]=1.N(C(OC(C)C)=O)=NC(OC(C)C)=O.[C:27]1([CH2:33][CH2:34]O)[CH:32]=[CH:31][CH:30]=[CH:29][CH:28]=1.C1(P(C2C=CC=CC=2)C2C=CC=CC=2)C=CC=CC=1. The catalyst is C1COCC1.O. The product is [CH2:34]([O:1][C:2]1[CH:11]=[C:10]2[C:5]([CH2:6][CH2:7][CH2:8][C:9]2=[O:12])=[CH:4][CH:3]=1)[CH2:33][C:27]1[CH:32]=[CH:31][CH:30]=[CH:29][CH:28]=1. The yield is 0.740. (4) The reactants are Cl[C:2]1[N:7]=[C:6]2[N:8]([CH2:11][C:12]3[CH:17]=[CH:16][C:15]([Cl:18])=[CH:14][C:13]=3[Cl:19])[CH:9]=[CH:10][C:5]2=[CH:4][CH:3]=1.[CH2:20]([O:22][C:23]([C:25]1[CH:26]=[C:27](B(O)O)[CH:28]=[CH:29][CH:30]=1)=[O:24])[CH3:21]. No catalyst specified. The product is [Cl:19][C:13]1[CH:14]=[C:15]([Cl:18])[CH:16]=[CH:17][C:12]=1[CH2:11][N:8]1[C:6]2=[N:7][C:2]([C:29]3[CH:30]=[C:25]([CH:26]=[CH:27][CH:28]=3)[C:23]([O:22][CH2:20][CH3:21])=[O:24])=[CH:3][CH:4]=[C:5]2[CH:10]=[CH:9]1. The yield is 0.790.